Dataset: Catalyst prediction with 721,799 reactions and 888 catalyst types from USPTO. Task: Predict which catalyst facilitates the given reaction. (1) Reactant: [Cl:1][C:2]1[CH:7]=[CH:6][C:5]([N:8]2[C:16]([CH:17]([CH:28]3[CH2:33][CH2:32][CH2:31][CH2:30][CH2:29]3)[O:18][C:19]3[CH:26]=[CH:25][C:22]([C:23]#[N:24])=[CH:21][C:20]=3[F:27])=[C:15]3[C:10]([CH:11]=[C:12]([F:35])[C:13]([F:34])=[CH:14]3)=[N:9]2)=[CH:4][CH:3]=1.[N-:36]=[N+:37]=[N-:38].[Na+].Cl.C(N(CC)CC)C. Product: [Cl:1][C:2]1[CH:7]=[CH:6][C:5]([N:8]2[C:16]([CH:17]([CH:28]3[CH2:33][CH2:32][CH2:31][CH2:30][CH2:29]3)[O:18][C:19]3[CH:26]=[CH:25][C:22]([C:23]4[NH:38][N:37]=[N:36][N:24]=4)=[CH:21][C:20]=3[F:27])=[C:15]3[C:10]([CH:11]=[C:12]([F:35])[C:13]([F:34])=[CH:14]3)=[N:9]2)=[CH:4][CH:3]=1. The catalyst class is: 3. (2) Reactant: [C:1]1([C:7]([C:24]2[CH:29]=[CH:28][CH:27]=[CH:26][CH:25]=2)=[CH:8][CH2:9][N:10]2[CH2:15][CH2:14][N:13]([C:16]3[CH:23]=[CH:22][C:19]([C:20]#[N:21])=[CH:18][CH:17]=3)[CH2:12][CH2:11]2)[CH:6]=[CH:5][CH:4]=[CH:3][CH:2]=1.[Li+].C[Si]([N-:35][Si](C)(C)C)(C)C. Product: [C:24]1([C:7]([C:1]2[CH:2]=[CH:3][CH:4]=[CH:5][CH:6]=2)=[CH:8][CH2:9][N:10]2[CH2:11][CH2:12][N:13]([C:16]3[CH:17]=[CH:18][C:19]([C:20](=[NH:35])[NH2:21])=[CH:22][CH:23]=3)[CH2:14][CH2:15]2)[CH:29]=[CH:28][CH:27]=[CH:26][CH:25]=1. The catalyst class is: 7. (3) Reactant: [F:1][C:2]1[CH:7]=[CH:6][C:5]([C:8]2[C:12]([CH2:13][O:14][C:15]3[CH:23]=[CH:22][C:18]([C:19]([OH:21])=O)=[CH:17][N:16]=3)=[C:11]([CH3:24])[O:10][N:9]=2)=[CH:4][CH:3]=1.F[B-](F)(F)F.[N:30]1(OC(N(C)C)=[N+](C)C)[C:34]2[CH:35]=[CH:36][CH:37]=CC=2N=N1.C(N(CC)C(C)C)(C)C.C1(CN)CC1. Product: [CH:35]1([CH2:34][NH:30][C:19](=[O:21])[C:18]2[CH:22]=[CH:23][C:15]([O:14][CH2:13][C:12]3[C:8]([C:5]4[CH:4]=[CH:3][C:2]([F:1])=[CH:7][CH:6]=4)=[N:9][O:10][C:11]=3[CH3:24])=[N:16][CH:17]=2)[CH2:37][CH2:36]1. The catalyst class is: 3.